Predict the product of the given reaction. From a dataset of Forward reaction prediction with 1.9M reactions from USPTO patents (1976-2016). (1) The product is: [ClH:9].[CH3:7][O:8][C:1](=[NH:6])[CH2:2][CH2:3][CH2:4][CH3:5]. Given the reactants [C:1](#[N:6])[CH2:2][CH2:3][CH2:4][CH3:5].[CH3:7][OH:8].[ClH:9], predict the reaction product. (2) Given the reactants [CH2:1]([O:8][C@@H:9]([C@@H:35]1[NH:40][C@@H:39]([CH3:41])[CH:38]([OH:42])[O:37][CH2:36]1)[C@@H:10]([N:20]([CH2:28][C:29]1[CH:34]=[CH:33][CH:32]=[CH:31][CH:30]=1)[CH2:21][C:22]1[CH:27]=[CH:26][CH:25]=[CH:24][CH:23]=1)[CH2:11][C:12]1[CH:17]=[C:16]([F:18])[CH:15]=[C:14]([F:19])[CH:13]=1)[C:2]1[CH:7]=[CH:6][CH:5]=[CH:4][CH:3]=1.[CH2:43](O)[C:44]([CH3:47])([CH3:46])[CH3:45].CS(O)(=O)=O.C(=O)(O)[O-].[Na+], predict the reaction product. The product is: [CH2:28]([N:20]([CH2:21][C:22]1[CH:27]=[CH:26][CH:25]=[CH:24][CH:23]=1)[C@@H:10]([CH2:11][C:12]1[CH:13]=[C:14]([F:19])[CH:15]=[C:16]([F:18])[CH:17]=1)[C@@H:9]([O:8][CH2:1][C:2]1[CH:3]=[CH:4][CH:5]=[CH:6][CH:7]=1)[C@H:35]1[CH2:36][O:37][C@@H:38]([O:42][CH2:43][C:44]([CH3:47])([CH3:46])[CH3:45])[C@H:39]([CH3:41])[NH:40]1)[C:29]1[CH:30]=[CH:31][CH:32]=[CH:33][CH:34]=1. (3) Given the reactants FC(F)(F)C1C=C(NC(=O)NC2C=CC(C3SC(CCC(O)=O)=NC=3)=CC=2)C=CC=1.[Cl:31][C:32]1[CH:37]=[CH:36][C:35]([NH:38][C:39](=[O:62])[NH:40][C:41]2[CH:46]=[CH:45][C:44]([C:47]3[S:51][C:50]([CH:52]4[CH2:57][CH2:56][CH:55]([C:58]([O:60]C)=[O:59])[CH2:54][CH2:53]4)=[N:49][CH:48]=3)=[CH:43][CH:42]=2)=[C:34]([O:63][C:64]2[CH:69]=[CH:68][CH:67]=[CH:66][CH:65]=2)[CH:33]=1, predict the reaction product. The product is: [Cl:31][C:32]1[CH:37]=[CH:36][C:35]([NH:38][C:39](=[O:62])[NH:40][C:41]2[CH:42]=[CH:43][C:44]([C:47]3[S:51][C:50]([CH:52]4[CH2:53][CH2:54][CH:55]([C:58]([OH:60])=[O:59])[CH2:56][CH2:57]4)=[N:49][CH:48]=3)=[CH:45][CH:46]=2)=[C:34]([O:63][C:64]2[CH:65]=[CH:66][CH:67]=[CH:68][CH:69]=2)[CH:33]=1.